From a dataset of Blood-brain barrier permeability regression values from the B3DB database. Regression/Classification. Given a drug SMILES string, predict its absorption, distribution, metabolism, or excretion properties. Task type varies by dataset: regression for continuous measurements (e.g., permeability, clearance, half-life) or binary classification for categorical outcomes (e.g., BBB penetration, CYP inhibition). For this dataset (b3db_regression), we predict Y. (1) The compound is CCNC1=C(N=CC=C1)N2CCN(CC2)C(=O)C3=CC4=C(N3)C=CC(=C4)NS(=O)(=O)C. The Y is -1.52 log(BB ratio). (2) The drug is CC(C(=O)C1=CC(=CC=C1)Cl)NC(C)(C)C. The Y is 1.40 log(BB ratio). (3) The drug is [C@@H](C(F)(F)F)(OC(F)F)Cl. The Y is 0.420 log(BB ratio). (4) The molecule is CC(=O)N1CCN(CC1)C2=CC=C(C=C2)OC[C@H]3CO[C@](O3)(CN4C=CN=C4)C5=C(C=C(C=C5)Cl)Cl. The Y is -0.280 log(BB ratio). (5) The molecule is CN1CC[C@]23[C@@H]4[C@@H](CC[C@]2(C1CC5=C3C(=C(C=C5)OC)O4)O)O. The Y is -0.600 log(BB ratio). (6) The drug is C1=CC(=O)OC1=CC(=O)O. The Y is 1.11 log(BB ratio). (7) The drug is C1CCC2(C1)CC(=O)N(C(=O)C2)CCCCN3CCN(CC3)C4=NC=CC=N4. The Y is 0.500 log(BB ratio).